From a dataset of Full USPTO retrosynthesis dataset with 1.9M reactions from patents (1976-2016). Predict the reactants needed to synthesize the given product. (1) The reactants are: [F:1][C:2]([F:15])([F:14])[O:3][C:4]1[CH:9]=[CH:8][C:7]([CH:10](O)[CH2:11][CH3:12])=[CH:6][CH:5]=1.C(Br)(Br)(Br)[Br:17].C1C=CC(P(C2C=CC=CC=2)C2C=CC=CC=2)=CC=1. Given the product [Br:17][CH:10]([C:7]1[CH:8]=[CH:9][C:4]([O:3][C:2]([F:15])([F:14])[F:1])=[CH:5][CH:6]=1)[CH2:11][CH3:12], predict the reactants needed to synthesize it. (2) Given the product [CH:8]1[C:9]2[C:14](=[CH:13][CH:12]=[CH:11][CH:10]=2)[CH:15]=[CH:16][C:7]=1[C@H:2]([NH:1][C:26](=[O:27])[C:25]([CH3:32])([CH3:24])[C:29]([NH:19][C@@H:22]([C:23]1[CH:7]=[CH:8][C:9]2[C:14](=[CH:13][CH:12]=[CH:11][CH:10]=2)[CH:15]=1)[C:3]([CH3:2])([OH:5])[CH3:4])=[O:30])[C:3]([OH:5])([CH3:6])[CH3:4], predict the reactants needed to synthesize it. The reactants are: [NH2:1][C@@H:2]([C:7]1[CH:16]=[CH:15][C:14]2[C:9](=[CH:10][CH:11]=[CH:12][CH:13]=2)[CH:8]=1)[C:3]([CH3:6])([OH:5])[CH3:4].C([N:19]([CH2:22][CH3:23])CC)C.[CH3:24][C:25]([CH3:32])([C:29](Cl)=[O:30])[C:26](Cl)=[O:27].[Cl-].[NH4+].